From a dataset of Peptide-MHC class I binding affinity with 185,985 pairs from IEDB/IMGT. Regression. Given a peptide amino acid sequence and an MHC pseudo amino acid sequence, predict their binding affinity value. This is MHC class I binding data. The peptide sequence is SEMIIPKNFA. The MHC is HLA-B40:02 with pseudo-sequence HLA-B40:02. The binding affinity (normalized) is 0.486.